Dataset: Catalyst prediction with 721,799 reactions and 888 catalyst types from USPTO. Task: Predict which catalyst facilitates the given reaction. Reactant: [C:1]([C:3]1[CH:8]=[CH:7][C:6]([OH:9])=[CH:5][CH:4]=1)#[N:2].C([O-])([O-])=O.[K+].[K+].[F:16][C:17]1[CH:24]=[CH:23][C:20]([CH2:21]Br)=[CH:19][CH:18]=1. Product: [F:16][C:17]1[CH:24]=[CH:23][C:20]([CH2:21][O:9][C:6]2[CH:7]=[CH:8][C:3]([C:1]#[N:2])=[CH:4][CH:5]=2)=[CH:19][CH:18]=1. The catalyst class is: 21.